Dataset: Drug-target binding data from BindingDB using Kd measurements. Task: Regression. Given a target protein amino acid sequence and a drug SMILES string, predict the binding affinity score between them. We predict pKd (pKd = -log10(Kd in M); higher means stronger binding). Dataset: bindingdb_kd. (1) The small molecule is NCCCC[C@H](COC(N)=O)NC(=O)CN(CCCCN)C(=O)OC[C@@H](N)CCCN=C(N)N[N+](=O)[O-]. The target protein (P04608) has sequence MEPVDPRLEPWKHPGSQPKTACTNCYCKKCCFHCQVCFITKALGISYGRKKRRQRRRAHQNSQTHQASLSKQPTSQPRGDPTGPKE. The pKd is 3.0. (2) The compound is COc1cc2c(N3CCN(C(=O)Nc4ccc(OC(C)C)cc4)CC3)ncnc2cc1OCCCN1CCCCC1. The target protein sequence is HHSTVADGLITTLHYPAPKRNKPTVYGVSPNYDKWEMERTDITMKHKLGGGQFGEVYEGVWKKYSLTVAVKTLKEDTMEVEEFLKEAAVMKEIKHPNLVQLLGVCTREPPFYIITEFMTYGNLLDYLRECNRQEVNAVVLLYMATQISSAMEYLEKKNFIHRDLAARNCLVGENHLVKVADFGLSRLMTGDTYTAHAGAKFPIKWTAPESLAYNKFSIKSDVWAFGVLLWEIATYGMSPYPGIDLSQVYELLEKDYRMERPEGCPEKVYELMRACWQWNPSDRPSFAEIHQAFETMFQES. The pKd is 5.0. (3) The small molecule is Cc1ncc(C[n+]2csc(CCOP(=O)(O)OP(=O)(O)O)c2C)c(N)n1. The target protein (P31550) has sequence MLKKCLPLLLLCTAPVFAKPVLTVYTYDSFAADWGPGPVVKKAFEADCNCELKLVALEDGVSLLNRLRMEGKNSKADVVLGLDNNLLDAASKTGLFAKSGVAADAVNVPGGWNNDTFVPFDYGYFAFVYDKNKLKNPPQSLKELVESDQNWRVIYQDPRTSTPGLGLLLWMQKVYGDDAPQAWQKLAKKTVTVTKGWSEAYGLFLKGESDLVLSYTTSPAYHILEEKKDNYAAANFSEGHYLQVEVAARTAASKQPELAQKFLQFMVSPAFQNAIPTGNWMYPVANVTLPAGFEKLTKPATTLEFTPAEVAAQRQAWISEWQRAVSR. The pKd is 8.1. (4) The compound is CCCCC/C=C/CCCCCCC(=O)O. The target protein sequence is MKRLSLREAWPYLKDLQQDPLAVLLAWGRAHPRLFLPLPRFPLALIFDPEGVEGALLAEGTTKATFQYRALSRLTGRGLLTDWGESWKEARKALKDPFLPKNVRGYREAMEEEARAFFGEWRGEERDLDHEMLALSLRLLGRALFGKPLSPSLAEHALKALDRIMAQTRSPLALLDLAAEARFRKDRGALYREAEALIVHPPLSHLPRERALSEAVTLLVAGHETVASALTWSFLLLSHRPDWQKRVAESEEAALAAFQEALRLYPPAWILTRRLERPLLLGEDRLPPGTTLVLSPYVTQRLHFPDGEAFRPERFLEERGTPSGRYFPFGLGQRLCLGRDFALLEGPIVLRAFFRRFRLDPLPFPRVLAQVTLRPEGGLPARPREEVRA. The pKd is 3.1.